Predict the reactants needed to synthesize the given product. From a dataset of Full USPTO retrosynthesis dataset with 1.9M reactions from patents (1976-2016). (1) Given the product [NH2:27][C:25]1[N:26]=[C:6]2[N:7]([C:8]([CH2:12][C:13]3[C:21]4[C:16](=[CH:17][CH:18]=[C:19]([O:22][CH3:23])[CH:20]=4)[NH:15][CH:14]=3)=[N:9][C:10]3[CH:11]=[C:2]([NH:56][CH2:55][CH2:54][OH:53])[CH:3]=[CH:4][C:5]=32)[N:24]=1, predict the reactants needed to synthesize it. The reactants are: F[C:2]1[CH:3]=[CH:4][C:5]2[C:6]3[N:7]([N:24]=[C:25]([NH2:27])[N:26]=3)[C:8]([CH2:12][C:13]3[C:21]4[C:16](=[CH:17][CH:18]=[C:19]([O:22][CH3:23])[CH:20]=4)[NH:15][CH:14]=3)=[N:9][C:10]=2[CH:11]=1.O1C2C=CC(CC3N4N=C(N)N=C4C4C=CC(F)=CC=4N=3)=CC=2OC1.[OH:53][CH2:54][CH2:55][NH2:56]. (2) Given the product [CH3:24][O:25][C:26](=[O:35])[C:27]1[CH:28]=[C:29]([NH2:34])[CH:30]=[C:31]([N:33]2[C:11]([CH3:12])=[CH:10][CH:9]=[C:8]2[C:6]2[CH:7]=[C:2]([Br:1])[CH:3]=[CH:4][C:5]=2[O:15][CH2:16][C:17]2[CH:22]=[CH:21][C:20]([F:23])=[CH:19][CH:18]=2)[CH:32]=1, predict the reactants needed to synthesize it. The reactants are: [Br:1][C:2]1[CH:3]=[CH:4][C:5]([O:15][CH2:16][C:17]2[CH:22]=[CH:21][C:20]([F:23])=[CH:19][CH:18]=2)=[C:6]([C:8](=O)[CH2:9][CH2:10][C:11](=O)[CH3:12])[CH:7]=1.[CH3:24][O:25][C:26](=[O:35])[C:27]1[CH:32]=[C:31]([NH2:33])[CH:30]=[C:29]([NH2:34])[CH:28]=1.CC1C=CC(S(O)(=O)=O)=CC=1. (3) Given the product [NH2:20][CH:21]1[CH2:26][CH2:25][N:24]([C:2]2[C:11]3[C:6](=[CH:7][CH:8]=[C:9]([C:12]#[N:13])[CH:10]=3)[N:5]=[CH:4][CH:3]=2)[CH2:23][CH2:22]1, predict the reactants needed to synthesize it. The reactants are: Br[C:2]1[C:11]2[C:6](=[CH:7][CH:8]=[C:9]([C:12]#[N:13])[CH:10]=2)[N:5]=[CH:4][CH:3]=1.C(OC(=O)[NH:20][CH:21]1[CH2:26][CH2:25][NH:24][CH2:23][CH2:22]1)(C)(C)C. (4) Given the product [OH:6][C@H:5]([CH2:4][OH:3])[CH2:7][O:8][NH:9][C:10]([C:12]1[CH:13]=[C:14]([F:30])[C:15]2[N:16]([CH:27]=[N:28][CH:29]=2)[C:17]=1[NH:18][C:19]1[CH:24]=[CH:23][C:22]([I:25])=[CH:21][C:20]=1[F:26])=[O:11], predict the reactants needed to synthesize it. The reactants are: CC1(C)[O:6][C@@H:5]([CH2:7][O:8][NH:9][C:10]([C:12]2[CH:13]=[C:14]([F:30])[C:15]3[N:16]([CH:27]=[N:28][CH:29]=3)[C:17]=2[NH:18][C:19]2[CH:24]=[CH:23][C:22]([I:25])=[CH:21][C:20]=2[F:26])=[O:11])[CH2:4][O:3]1.Cl.O1CCOCC1.